The task is: Predict the reactants needed to synthesize the given product.. This data is from Full USPTO retrosynthesis dataset with 1.9M reactions from patents (1976-2016). (1) Given the product [Br:1][C:2]1[CH:3]=[CH:4][C:5]2[C:6]3[C:7](=[C:19]([C:22]4[O:26][N:25]=[C:24]([C:27]5[CH:32]=[CH:31][CH:30]=[CH:29][CH:28]=5)[C:23]=4[C:33]([F:36])([F:34])[F:35])[O:20][N:21]=3)[CH2:8][NH:9][C:10]=2[CH:11]=1, predict the reactants needed to synthesize it. The reactants are: [Br:1][C:2]1[CH:3]=[CH:4][C:5]2[C:6]3[C:7](=[C:19]([C:22]4[O:26][N:25]=[C:24]([C:27]5[CH:32]=[CH:31][CH:30]=[CH:29][CH:28]=5)[C:23]=4[C:33]([F:36])([F:35])[F:34])[O:20][N:21]=3)[CH2:8][N:9](C(OC(C)(C)C)=O)[C:10]=2[CH:11]=1.Cl. (2) Given the product [CH2:11]([C:7]([C:1]1[CH:6]=[CH:5][CH:4]=[CH:3][CH:2]=1)=[C:8]=[O:9])[CH3:12], predict the reactants needed to synthesize it. The reactants are: [C:1]1([CH:7]([CH2:11][CH3:12])[C:8](Cl)=[O:9])[CH:6]=[CH:5][CH:4]=[CH:3][CH:2]=1.C(N(CC)CC)C. (3) Given the product [F:33][C:17]1([F:32])[C:16]2[C:21](=[CH:22][CH:23]=[CH:24][C:15]=2[C:7]2[C:6]([F:34])=[CH:5][C:4]([C:1]([NH2:2])=[O:3])=[C:12]3[C:8]=2[C:9]([CH3:14])=[C:10]([CH3:13])[NH:11]3)[CH2:20][NH:19][CH2:18]1, predict the reactants needed to synthesize it. The reactants are: [C:1]([C:4]1[CH:5]=[C:6]([F:34])[C:7]([C:15]2[CH:24]=[CH:23][CH:22]=[C:21]3[C:16]=2[C:17]([F:33])([F:32])[CH2:18][N:19](C(OC(C)(C)C)=O)[CH2:20]3)=[C:8]2[C:12]=1[NH:11][C:10]([CH3:13])=[C:9]2[CH3:14])(=[O:3])[NH2:2]. (4) Given the product [CH3:61][C@@H:60]([NH:59][C:57](=[O:58])[O:56][C:53]([CH3:55])([CH3:54])[CH3:52])[C:62]([NH:18][C:15]1[CH:14]=[CH:13][C:12]([O:11][C:7]2[C:6]3[C:2]([CH3:1])=[N:3][O:4][C:5]=3[CH:10]=[CH:9][CH:8]=2)=[CH:17][CH:16]=1)=[O:63], predict the reactants needed to synthesize it. The reactants are: [CH3:1][C:2]1[C:6]2[C:7]([O:11][C:12]3[CH:17]=[CH:16][C:15]([NH2:18])=[CH:14][CH:13]=3)=[CH:8][CH:9]=[CH:10][C:5]=2[O:4][N:3]=1.CCN(C(C)C)C(C)C.CN(C(ON1N=NC2C=CC=NC1=2)=[N+](C)C)C.F[P-](F)(F)(F)(F)F.[CH3:52][C:53]([O:56][C:57]([NH:59][C@@H:60]([C:62](O)=[O:63])[CH3:61])=[O:58])([CH3:55])[CH3:54]. (5) Given the product [CH3:22][C:23]([S@:26]([NH:28][CH:19]([C:4]1[CH:5]=[N:6][C:7]([O:8][C:9]2[CH:10]=[N:11][C:12]([C:15]([F:18])([F:17])[F:16])=[CH:13][CH:14]=2)=[C:2]([CH3:1])[CH:3]=1)[CH3:20])=[O:27])([CH3:25])[CH3:24], predict the reactants needed to synthesize it. The reactants are: [CH3:1][C:2]1[CH:3]=[C:4]([C:19](=O)[CH3:20])[CH:5]=[N:6][C:7]=1[O:8][C:9]1[CH:10]=[N:11][C:12]([C:15]([F:18])([F:17])[F:16])=[CH:13][CH:14]=1.[CH3:22][C:23]([S@:26]([NH2:28])=[O:27])([CH3:25])[CH3:24].